From a dataset of Forward reaction prediction with 1.9M reactions from USPTO patents (1976-2016). Predict the product of the given reaction. (1) The product is: [O:1]1[CH:5]=[CH:4][CH:3]=[C:2]1[C:6]1[C:7]2[CH:23]=[CH:22][CH:21]=[N:20][C:8]=2[N:9]=[C:10]([NH:32][CH3:31])[CH:11]([C:13]2[N:14]([CH3:18])[CH:15]=[CH:16][CH:17]=2)[N:12]=1. Given the reactants [O:1]1[CH:5]=[CH:4][CH:3]=[C:2]1[C:6]1[C:7]2[CH:23]=[CH:22][CH:21]=[N:20][C:8]=2[NH:9][C:10](=O)[CH:11]([C:13]2[N:14]([CH3:18])[CH:15]=[CH:16][CH:17]=2)[N:12]=1.O1C=CC=C1C(=N)C1[C:31](N)=[N:32]C=CC=1.NC(C1N(C)C=CC=1)C(OCC)=O.N12CCCN=C1CCCCC2, predict the reaction product. (2) The product is: [CH2:6]([NH:13][C:3](=[O:4])[CH2:2][NH:46][C:45]1[CH:44]=[CH:43][S:42][C:41]=1[C:36]1[N:37]([CH3:40])[C:38](=[O:39])[C:33]([OH:32])=[C:34]([C:47]([OH:49])=[O:48])[N:35]=1)[C:7]1[CH:12]=[CH:11][CH:10]=[CH:9][CH:8]=1. Given the reactants Br[CH2:2][C:3](Br)=[O:4].[CH2:6]([NH2:13])[C:7]1[CH:12]=[CH:11][CH:10]=[CH:9][CH:8]=1.C(=O)([O-])O.[Na+].CCN(C(C)C)C(C)C.CC(C)(C)C([O:32][C:33]1[C:38](=[O:39])[N:37]([CH3:40])[C:36]([C:41]2[S:42][CH:43]=[CH:44][C:45]=2[NH2:46])=[N:35][C:34]=1[C:47]([O:49]C)=[O:48])=O, predict the reaction product. (3) Given the reactants [NH2:1][C:2]1[S:3][CH:4]=[C:5]([CH2:7][OH:8])[N:6]=1.[C:9](OC(=O)C)(=[O:11])[CH3:10].[O:16]1CCO[CH2:18][CH2:17]1, predict the reaction product. The product is: [C:9]([O:8][CH2:7][C:5]1[N:6]=[C:2]([NH:1][C:17](=[O:16])[CH3:18])[S:3][CH:4]=1)(=[O:11])[CH3:10].